Dataset: Reaction yield outcomes from USPTO patents with 853,638 reactions. Task: Predict the reaction yield, written as a fraction of the theoretical maximum amount of product (1.0 means a 100% yield; for example, 0.34 means a 34% yield). The reactants are C[O:2][C:3]([C:5]1[N:6]=[CH:7][C:8]([N:11]2[CH2:16][CH2:15][N:14]([C:17]3[N:18]=[N:19][C:20]([C:25]4[CH:30]=[CH:29][C:28]([F:31])=[CH:27][CH:26]=4)=[C:21]([CH3:24])[C:22]=3[CH3:23])[CH2:13][C@H:12]2[CH3:32])=[N:9][CH:10]=1)=[O:4].[OH-].[Na+]. The catalyst is CO. The product is [F:31][C:28]1[CH:29]=[CH:30][C:25]([C:20]2[N:19]=[N:18][C:17]([N:14]3[CH2:15][CH2:16][N:11]([C:8]4[CH:7]=[N:6][C:5]([C:3]([OH:4])=[O:2])=[CH:10][N:9]=4)[C@H:12]([CH3:32])[CH2:13]3)=[C:22]([CH3:23])[C:21]=2[CH3:24])=[CH:26][CH:27]=1. The yield is 0.960.